Task: Predict which catalyst facilitates the given reaction.. Dataset: Catalyst prediction with 721,799 reactions and 888 catalyst types from USPTO (1) Reactant: F[C:2](F)(F)C(O)=O.[NH:8]1[CH2:11][CH:10]([O:12][C:13]2[CH:14]=[CH:15][C:16]([Br:19])=[N:17][CH:18]=2)[CH2:9]1.C=O.[BH-](OC(C)=O)(OC(C)=O)OC(C)=O.[Na+]. Product: [Br:19][C:16]1[CH:15]=[CH:14][C:13]([O:12][CH:10]2[CH2:11][N:8]([CH3:2])[CH2:9]2)=[CH:18][N:17]=1. The catalyst class is: 4. (2) Reactant: [F:1][C:2]1[C:7]([N+:8]([O-:10])=[O:9])=[CH:6][CH:5]=[C:4]([F:11])[C:3]=1[OH:12].C1(P(C2C=CC=CC=2)C2C=CC=CC=2)C=CC=CC=1.[C:32]([O:36][C:37](=[O:43])[NH:38][CH2:39][CH2:40][CH2:41]O)([CH3:35])([CH3:34])[CH3:33].N(C(OCC)=O)=NC(OCC)=O. Product: [C:32]([O:36][C:37](=[O:43])[NH:38][CH2:39][CH2:40][CH2:41][O:12][C:3]1[C:4]([F:11])=[CH:5][CH:6]=[C:7]([N+:8]([O-:10])=[O:9])[C:2]=1[F:1])([CH3:35])([CH3:34])[CH3:33]. The catalyst class is: 1. (3) Reactant: Cl.Cl.[Br:3][C:4]1[CH:9]=[C:8]([NH:10][CH3:11])[C:7]([NH2:12])=[CH:6][CH:5]=1.[S:13](N)(N)(=[O:15])=[O:14]. Product: [Br:3][C:4]1[CH:5]=[CH:6][C:7]2[NH:12][S:13](=[O:15])(=[O:14])[N:10]([CH3:11])[C:8]=2[CH:9]=1. The catalyst class is: 298. (4) Reactant: [CH2:1]([O:3][C:4](=[O:32])[C:5]1[CH:10]=[C:9]([O:11][CH2:12][CH2:13][O:14][CH3:15])[C:8]([O:16][CH2:17][CH2:18][O:19][CH3:20])=[CH:7][C:6]=1[NH:21][C:22](=[O:31])[C:23]1[CH:28]=[CH:27][CH:26]=[C:25]([CH2:29]Cl)[CH:24]=1)[CH3:2].C(N(CC)CC)C.[SH:40][CH2:41][CH:42]([OH:45])[CH2:43][OH:44].ClCC1C=C(C=CC=1)C(O)=O. Product: [CH2:1]([O:3][C:4](=[O:32])[C:5]1[CH:10]=[C:9]([O:11][CH2:12][CH2:13][O:14][CH3:15])[C:8]([O:16][CH2:17][CH2:18][O:19][CH3:20])=[CH:7][C:6]=1[NH:21][C:22](=[O:31])[C:23]1[CH:28]=[CH:27][CH:26]=[C:25]([CH2:29][S:40][CH2:41][CH:42]([OH:45])[CH2:43][OH:44])[CH:24]=1)[CH3:2]. The catalyst class is: 2. (5) Reactant: [C:1]([NH:4][C:5]1[CH:10]=[C:9]([C:11]2[NH:19][C:18]3[C:13](=[N:14][CH:15]=[CH:16][C:17]=3[C:20](OC)=[O:21])[CH:12]=2)[CH:8]=[CH:7][N:6]=1)(=[O:3])[CH3:2].[Li+].[Br-].[BH4-].[Na+]. Product: [OH:21][CH2:20][C:17]1[CH:16]=[CH:15][N:14]=[C:13]2[CH:12]=[C:11]([C:9]3[CH:8]=[CH:7][N:6]=[C:5]([NH:4][C:1](=[O:3])[CH3:2])[CH:10]=3)[NH:19][C:18]=12. The catalyst class is: 92. (6) Reactant: C([O:8][C:9]([C@@H:11]1[CH2:19][C@@H:18]2[C@H:13]([CH2:14][CH2:15][CH2:16][CH2:17]2)[NH:12]1)=[O:10])C1C=CC=CC=1.CO.[OH-].[Na+].Cl. Product: [NH:12]1[C@@H:13]2[C@H:18]([CH2:17][CH2:16][CH2:15][CH2:14]2)[CH2:19][C@H:11]1[C:9]([OH:10])=[O:8]. The catalyst class is: 6. (7) Reactant: [Cl:1][C:2]1[CH:10]=[C:9]2[C:5]([C:6]([C:11]([N:13]3[CH2:18][CH2:17][C:16]4([C:22]5[CH:23]=[CH:24][C:25]([F:27])=[CH:26][C:21]=5[C:20](=[O:28])[O:19]4)[CH2:15][CH2:14]3)=[O:12])=[CH:7][NH:8]2)=[CH:4][CH:3]=1.[CH3:29][C:30]1[C:34]([CH2:35]OS(C)(=O)=O)=[C:33]([CH3:41])[O:32][N:31]=1. Product: [Cl:1][C:2]1[CH:10]=[C:9]2[C:5]([C:6]([C:11]([N:13]3[CH2:18][CH2:17][C:16]4([C:22]5[CH:23]=[CH:24][C:25]([F:27])=[CH:26][C:21]=5[C:20](=[O:28])[O:19]4)[CH2:15][CH2:14]3)=[O:12])=[CH:7][N:8]2[CH2:35][C:34]2[C:30]([CH3:29])=[N:31][O:32][C:33]=2[CH3:41])=[CH:4][CH:3]=1. The catalyst class is: 5.